Dataset: Full USPTO retrosynthesis dataset with 1.9M reactions from patents (1976-2016). Task: Predict the reactants needed to synthesize the given product. (1) Given the product [C:1]([N:4]1[C@:8]([CH2:15][CH2:16][CH:17]=[O:18])([C:9]2[CH:10]=[CH:11][CH:12]=[CH:13][CH:14]=2)[CH2:7][C:6]([C:19]2[CH:24]=[C:23]([Br:25])[CH:22]=[CH:21][C:20]=2[F:26])=[N:5]1)(=[O:3])[CH3:2], predict the reactants needed to synthesize it. The reactants are: [C:1]([N:4]1[C:8]([CH2:15][CH2:16][CH2:17][OH:18])([C:9]2[CH:14]=[CH:13][CH:12]=[CH:11][CH:10]=2)[CH2:7][C:6]([C:19]2[CH:24]=[C:23]([Br:25])[CH:22]=[CH:21][C:20]=2[F:26])=[N:5]1)(=[O:3])[CH3:2].CC(OI1(OC(C)=O)(OC(C)=O)OC(=O)C2C=CC=CC1=2)=O. (2) Given the product [CH3:8][C:7]1[C:6]([NH:9][CH2:10][CH2:11][O:12][C:13]2[CH:18]=[CH:17][CH:16]=[CH:15][CH:14]=2)=[C:5]([NH2:19])[C:4]([O:22][C:23]2[CH:24]=[CH:25][CH:26]=[CH:27][CH:28]=2)=[N:3][C:2]=1[CH3:1], predict the reactants needed to synthesize it. The reactants are: [CH3:1][C:2]1[C:7]([CH3:8])=[C:6]([NH:9][CH2:10][CH2:11][O:12][C:13]2[CH:18]=[CH:17][CH:16]=[CH:15][CH:14]=2)[C:5]([N+:19]([O-])=O)=[C:4]([O:22][C:23]2[CH:28]=[CH:27][CH:26]=[CH:25][CH:24]=2)[N:3]=1.[H][H].